Dataset: Catalyst prediction with 721,799 reactions and 888 catalyst types from USPTO. Task: Predict which catalyst facilitates the given reaction. (1) The catalyst class is: 9. Reactant: [CH3:1][C:2]1[C:6]([CH2:7][N:8]2[CH:12]=[C:11]([N:13]3[C:17](=[O:18])[C:16]([CH3:20])([CH3:19])[NH:15][C:14]3=[O:21])[CH:10]=[N:9]2)=[C:5]([CH3:22])[O:4][N:3]=1.Cl[CH2:24][C:25]1[CH:32]=[CH:31][C:28]([C:29]#[N:30])=[CH:27][CH:26]=1.C(=O)([O-])[O-].[Cs+].[Cs+]. Product: [CH3:1][C:2]1[C:6]([CH2:7][N:8]2[CH:12]=[C:11]([N:13]3[C:17](=[O:18])[C:16]([CH3:19])([CH3:20])[N:15]([CH2:24][C:25]4[CH:32]=[CH:31][C:28]([C:29]#[N:30])=[CH:27][CH:26]=4)[C:14]3=[O:21])[CH:10]=[N:9]2)=[C:5]([CH3:22])[O:4][N:3]=1. (2) Reactant: C(OC([N:8]1[CH2:13][CH2:12][N:11]([CH2:14][CH2:15][CH2:16][N:17]2[CH2:22][CH2:21][CH2:20][CH2:19][CH2:18]2)[C:10](=[O:23])[C@@H:9]1[CH3:24])=O)(C)(C)C.Cl. Product: [CH3:24][C@@H:9]1[NH:8][CH2:13][CH2:12][N:11]([CH2:14][CH2:15][CH2:16][N:17]2[CH2:18][CH2:19][CH2:20][CH2:21][CH2:22]2)[C:10]1=[O:23]. The catalyst class is: 12. (3) Reactant: [F:1][C:2]1[CH:42]=[CH:41][C:5]([CH2:6][O:7][CH2:8][C:9]([NH:11][CH2:12][C:13]#[C:14][C:15]2[CH:20]=[CH:19][C:18]([S:21]([NH:24][C:25]3[CH:30]=[CH:29][C:28]([NH:31][C:32](=[O:38])[O:33][C:34]([CH3:37])([CH3:36])[CH3:35])=[C:27]([O:39][CH3:40])[CH:26]=3)(=[O:23])=[O:22])=[CH:17][CH:16]=2)=[O:10])=[CH:4][CH:3]=1. Product: [F:1][C:2]1[CH:3]=[CH:4][C:5]([CH2:6][O:7][CH2:8][C:9]([NH:11][CH2:12][CH2:13][CH2:14][C:15]2[CH:20]=[CH:19][C:18]([S:21]([NH:24][C:25]3[CH:30]=[CH:29][C:28]([NH:31][C:32](=[O:38])[O:33][C:34]([CH3:37])([CH3:36])[CH3:35])=[C:27]([O:39][CH3:40])[CH:26]=3)(=[O:22])=[O:23])=[CH:17][CH:16]=2)=[O:10])=[CH:41][CH:42]=1. The catalyst class is: 19. (4) Reactant: [Cl:1][C:2]1[CH:7]=[CH:6][C:5]([C@@H:8]([NH:13][S@@:14]([C:16]([CH3:19])([CH3:18])[CH3:17])=[O:15])[CH2:9][C:10](O)=[O:11])=[C:4]([F:20])[C:3]=1[O:21][C:22]1[CH:27]=[CH:26][CH:25]=[CH:24][CH:23]=1.B. Product: [Cl:1][C:2]1[CH:7]=[CH:6][C:5]([C@@H:8]([NH:13][S@@:14]([C:16]([CH3:19])([CH3:18])[CH3:17])=[O:15])[CH2:9][CH2:10][OH:11])=[C:4]([F:20])[C:3]=1[O:21][C:22]1[CH:23]=[CH:24][CH:25]=[CH:26][CH:27]=1. The catalyst class is: 1. (5) Reactant: [Cl:1][C:2]1[CH:7]=[C:6]([NH:8][C:9]2[CH:14]=[CH:13][CH:12]=[CH:11][C:10]=2[CH2:15][O:16][CH2:17][CH2:18][OH:19])[CH:5]=[CH:4][C:3]=1[C:20]([C:22]1[CH:27]=[CH:26][CH:25]=[CH:24][C:23]=1[CH3:28])=[O:21].[C:29]1([CH3:39])[CH:34]=[CH:33][C:32]([S:35](Cl)(=[O:37])=[O:36])=[CH:31][CH:30]=1. Product: [CH3:39][C:29]1[CH:34]=[CH:33][C:32]([S:35]([O:19][CH2:18][CH2:17][O:16][CH2:15][C:10]2[CH:11]=[CH:12][CH:13]=[CH:14][C:9]=2[NH:8][C:6]2[CH:5]=[CH:4][C:3]([C:20]([C:22]3[CH:27]=[CH:26][CH:25]=[CH:24][C:23]=3[CH3:28])=[O:21])=[C:2]([Cl:1])[CH:7]=2)(=[O:37])=[O:36])=[CH:31][CH:30]=1. The catalyst class is: 17. (6) The catalyst class is: 2. Reactant: Cl.Cl.[F:3][C:4]([F:24])([F:23])[C:5]([C:11]1[CH:16]=[CH:15][C:14]([N:17]2[CH2:22][CH2:21][NH:20][CH2:19][CH2:18]2)=[CH:13][CH:12]=1)([OH:10])[C:6]([F:9])([F:8])[F:7].C(N(CC)CC)C.[F:32][C:33]1[CH:34]=[C:35]([S:42](Cl)(=[O:44])=[O:43])[CH:36]=[CH:37][C:38]=1[N+:39]([O-:41])=[O:40]. Product: [F:32][C:33]1[CH:34]=[C:35]([S:42]([N:20]2[CH2:21][CH2:22][N:17]([C:14]3[CH:13]=[CH:12][C:11]([C:5]([OH:10])([C:6]([F:9])([F:8])[F:7])[C:4]([F:3])([F:23])[F:24])=[CH:16][CH:15]=3)[CH2:18][CH2:19]2)(=[O:43])=[O:44])[CH:36]=[CH:37][C:38]=1[N+:39]([O-:41])=[O:40]. (7) Product: [CH:1]1([N:4]2[CH2:5][CH2:6][CH:7]([C:10]3[CH:11]=[CH:12][C:13]([C:14]([NH:37][C:34]4[NH:35][N:36]=[C:32]([CH2:31][CH2:30][C:24]5[CH:25]=[C:26]([O:28][CH3:29])[CH:27]=[C:22]([O:21][CH3:20])[CH:23]=5)[CH:33]=4)=[O:16])=[CH:18][CH:19]=3)[CH2:8][CH2:9]2)[CH2:2][CH2:3]1. The catalyst class is: 11. Reactant: [CH:1]1([N:4]2[CH2:9][CH2:8][CH:7]([C:10]3[CH:19]=[CH:18][C:13]([C:14]([O:16]C)=O)=[CH:12][CH:11]=3)[CH2:6][CH2:5]2)[CH2:3][CH2:2]1.[CH3:20][O:21][C:22]1[CH:23]=[C:24]([CH2:30][CH2:31][C:32]2[CH:33]=[C:34]([NH2:37])[NH:35][N:36]=2)[CH:25]=[C:26]([O:28][CH3:29])[CH:27]=1.C[Al](C)C. (8) Reactant: C(OC([NH:8][C:9]1[CH:10]=[C:11]([C:17]2[CH:22]=[CH:21][C:20](/[CH:23]=[CH:24]/[C:25]3[N:26]([CH2:38][C:39]4[CH:47]=[CH:46][C:42]([C:43]([OH:45])=[O:44])=[CH:41][CH:40]=4)[CH:27]=[C:28]([C:30]4[CH:35]=[CH:34][C:33]([Cl:36])=[CH:32][C:31]=4[Cl:37])[N:29]=3)=[CH:19][CH:18]=2)[CH:12]=[CH:13][C:14]=1[O:15][CH3:16])=O)(C)(C)C.Cl. Product: [NH2:8][C:9]1[CH:10]=[C:11]([C:17]2[CH:18]=[CH:19][C:20](/[CH:23]=[CH:24]/[C:25]3[N:26]([CH2:38][C:39]4[CH:40]=[CH:41][C:42]([C:43]([OH:45])=[O:44])=[CH:46][CH:47]=4)[CH:27]=[C:28]([C:30]4[CH:35]=[CH:34][C:33]([Cl:36])=[CH:32][C:31]=4[Cl:37])[N:29]=3)=[CH:21][CH:22]=2)[CH:12]=[CH:13][C:14]=1[O:15][CH3:16]. The catalyst class is: 12. (9) Reactant: [CH2:1]([C@H:5]1[CH2:9][C@H:8]([C:10]2[CH:15]=[CH:14][C:13]([F:16])=[CH:12][CH:11]=2)[O:7][C:6]1=[O:17])[CH2:2][CH2:3][CH3:4].[OH-:18].[K+]. Product: [F:16][C:13]1[CH:14]=[CH:15][C:10]([C@H:8]([OH:7])[CH2:9][C@H:5]([CH2:1][CH2:2][CH2:3][CH3:4])[C:6]([OH:17])=[O:18])=[CH:11][CH:12]=1. The catalyst class is: 12. (10) Reactant: [F:1][C:2]1[CH:7]=[C:6]([O:8][CH3:9])[CH:5]=[CH:4][C:3]=1[CH2:10][CH2:11][N:12]1[C:21](=[O:22])[C:20]2[C:15](=[CH:16][C:17]([NH:23][C:24]([NH:26][C@H:27]3[CH2:32][C@H:31]4[CH2:33][C@H:29]([C:30]4([CH3:35])[CH3:34])[C@@H:28]3[CH3:36])=S)=[CH:18][CH:19]=2)[N:14]=[CH:13]1.N=C=N. Product: [F:1][C:2]1[CH:7]=[C:6]([O:8][CH3:9])[CH:5]=[CH:4][C:3]=1[CH2:10][CH2:11][N:12]1[C:21](=[O:22])[C:20]2[C:15](=[CH:16][C:17]([N:23]=[C:24]=[N:26][C@H:27]3[CH2:32][C@H:31]4[CH2:33][C@H:29]([C:30]4([CH3:35])[CH3:34])[C@@H:28]3[CH3:36])=[CH:18][CH:19]=2)[N:14]=[CH:13]1. The catalyst class is: 1.